This data is from NCI-60 drug combinations with 297,098 pairs across 59 cell lines. The task is: Regression. Given two drug SMILES strings and cell line genomic features, predict the synergy score measuring deviation from expected non-interaction effect. (1) Synergy scores: CSS=13.3, Synergy_ZIP=-5.62, Synergy_Bliss=-6.90, Synergy_Loewe=-6.20, Synergy_HSA=-4.96. Cell line: UACC-257. Drug 2: C(CC(=O)O)C(=O)CN.Cl. Drug 1: C1=C(C(=O)NC(=O)N1)F. (2) Drug 1: COC1=CC(=CC(=C1O)OC)C2C3C(COC3=O)C(C4=CC5=C(C=C24)OCO5)OC6C(C(C7C(O6)COC(O7)C8=CC=CS8)O)O. Drug 2: CCCS(=O)(=O)NC1=C(C(=C(C=C1)F)C(=O)C2=CNC3=C2C=C(C=N3)C4=CC=C(C=C4)Cl)F. Cell line: SK-OV-3. Synergy scores: CSS=24.2, Synergy_ZIP=-2.79, Synergy_Bliss=-0.386, Synergy_Loewe=-35.7, Synergy_HSA=-0.913. (3) Drug 2: CS(=O)(=O)CCNCC1=CC=C(O1)C2=CC3=C(C=C2)N=CN=C3NC4=CC(=C(C=C4)OCC5=CC(=CC=C5)F)Cl. Drug 1: CC1=CC2C(CCC3(C2CCC3(C(=O)C)OC(=O)C)C)C4(C1=CC(=O)CC4)C. Synergy scores: CSS=31.0, Synergy_ZIP=5.80, Synergy_Bliss=5.93, Synergy_Loewe=-22.4, Synergy_HSA=4.60. Cell line: IGROV1. (4) Drug 1: C1=NC2=C(N1)C(=S)N=C(N2)N. Synergy scores: CSS=39.2, Synergy_ZIP=-9.72, Synergy_Bliss=-0.896, Synergy_Loewe=1.22, Synergy_HSA=2.91. Drug 2: CCN(CC)CCCC(C)NC1=C2C=C(C=CC2=NC3=C1C=CC(=C3)Cl)OC. Cell line: MDA-MB-231. (5) Drug 1: CN1CCC(CC1)COC2=C(C=C3C(=C2)N=CN=C3NC4=C(C=C(C=C4)Br)F)OC. Drug 2: CC(C)NC(=O)C1=CC=C(C=C1)CNNC.Cl. Cell line: MALME-3M. Synergy scores: CSS=-2.22, Synergy_ZIP=3.02, Synergy_Bliss=1.67, Synergy_Loewe=-9.89, Synergy_HSA=-6.01.